Dataset: Reaction yield outcomes from USPTO patents with 853,638 reactions. Task: Predict the reaction yield, written as a fraction of the theoretical maximum amount of product (1.0 means a 100% yield; for example, 0.34 means a 34% yield). (1) The reactants are [F:1][C:2]([F:15])([F:14])[C:3]1[CH:8]=[CH:7][C:6]([N:9]2[CH2:12][CH2:11][C:10]2=[O:13])=[CH:5][CH:4]=1.FC(F)(F)S(O)(=O)=O.C(N(CC)CC)C.[BH4-].[Na+]. The catalyst is ClCCCl.C(O)C. The product is [F:1][C:2]([F:15])([F:14])[C:3]1[CH:8]=[C:7]2[C:6](=[CH:5][CH:4]=1)[NH:9][CH2:12][CH2:11][CH:10]2[OH:13]. The yield is 0.150. (2) The reactants are [F:1][C:2]1[CH:3]=[C:4]([CH:13]([CH3:17])[C:14]([OH:16])=O)[CH:5]=[N:6][C:7]=1[NH:8][S:9]([CH3:12])(=[O:11])=[O:10].C(N=C=NCCCN(C)C)C.ON1C2C=CC=CC=2N=N1.[CH3:39][CH:40]1[CH2:45][CH2:44][N:43]([C:46]2[C:51]([CH2:52][NH2:53])=[CH:50][CH:49]=[C:48]([C:54]([F:57])([F:56])[F:55])[N:47]=2)[CH2:42][CH2:41]1. The catalyst is CN(C)C=O. The product is [F:1][C:2]1[CH:3]=[C:4]([CH:13]([CH3:17])[C:14]([NH:53][CH2:52][C:51]2[C:46]([N:43]3[CH2:44][CH2:45][CH:40]([CH3:39])[CH2:41][CH2:42]3)=[N:47][C:48]([C:54]([F:57])([F:55])[F:56])=[CH:49][CH:50]=2)=[O:16])[CH:5]=[N:6][C:7]=1[NH:8][S:9]([CH3:12])(=[O:10])=[O:11]. The yield is 0.730.